This data is from Catalyst prediction with 721,799 reactions and 888 catalyst types from USPTO. The task is: Predict which catalyst facilitates the given reaction. (1) Reactant: [CH2:1]1[C:10]2[C:5](=[CH:6][CH:7]=[CH:8][CH:9]=2)[CH2:4][CH2:3][N:2]1[CH2:11][CH:12]([OH:30])[CH2:13][O:14][C:15]1[CH:20]=[CH:19][CH:18]=[C:17](B2OC(C)(C)C(C)(C)O2)[CH:16]=1.Br[C:32]1[CH:37]=[C:36]([Cl:38])[CH:35]=[CH:34][C:33]=1[O:39][CH3:40].C([O-])([O-])=O.[K+].[K+]. Product: [Cl:38][C:36]1[CH:35]=[CH:34][C:33]([O:39][CH3:40])=[C:32]([C:17]2[CH:18]=[CH:19][CH:20]=[C:15]([O:14][CH2:13][CH:12]([OH:30])[CH2:11][N:2]3[CH2:3][CH2:4][C:5]4[C:10](=[CH:9][CH:8]=[CH:7][CH:6]=4)[CH2:1]3)[CH:16]=2)[CH:37]=1. The catalyst class is: 75. (2) Reactant: [F:1][C:2]1([F:35])[CH2:7][CH2:6][CH:5]([C:8]2[N:12]3[C:13]4[C:18]([NH:19][C:20](=[O:21])[C:11]3=[N:10][N:9]=2)=[CH:17][C:16]([C:22]([N:24]2[C:32]3[C:27](=[CH:28][C:29]([F:33])=[CH:30][CH:31]=3)[CH2:26][CH2:25]2)=[O:23])=[C:15]([CH3:34])[CH:14]=4)[CH2:4][CH2:3]1.CO.[ClH:38].C(OCC)(=O)C. Product: [ClH:38].[F:35][C:2]1([F:1])[CH2:7][CH2:6][CH:5]([C:8]2[N:12]3[C:13]4[C:18]([NH:19][C:20](=[O:21])[C:11]3=[N:10][N:9]=2)=[CH:17][C:16]([C:22]([N:24]2[C:32]3[C:27](=[CH:28][C:29]([F:33])=[CH:30][CH:31]=3)[CH2:26][CH2:25]2)=[O:23])=[C:15]([CH3:34])[CH:14]=4)[CH2:4][CH2:3]1. The catalyst class is: 7.